From a dataset of Full USPTO retrosynthesis dataset with 1.9M reactions from patents (1976-2016). Predict the reactants needed to synthesize the given product. Given the product [Br:1][C:2]1[CH:3]=[C:4]2[C:8](=[CH:9][C:10]=1[N+:11]([O-:13])=[O:12])[N:7]([C:17]([C:18]1[CH:23]=[CH:22][CH:21]=[CH:20][CH:19]=1)([C:30]1[CH:31]=[CH:32][CH:33]=[CH:34][CH:35]=1)[C:24]1[CH:25]=[CH:26][CH:27]=[CH:28][CH:29]=1)[N:6]=[C:5]2[I:14], predict the reactants needed to synthesize it. The reactants are: [Br:1][C:2]1[CH:3]=[C:4]2[C:8](=[CH:9][C:10]=1[N+:11]([O-:13])=[O:12])[NH:7][N:6]=[C:5]2[I:14].[H-].[Na+].[C:17](Cl)([C:30]1[CH:35]=[CH:34][CH:33]=[CH:32][CH:31]=1)([C:24]1[CH:29]=[CH:28][CH:27]=[CH:26][CH:25]=1)[C:18]1[CH:23]=[CH:22][CH:21]=[CH:20][CH:19]=1.O.